This data is from Forward reaction prediction with 1.9M reactions from USPTO patents (1976-2016). The task is: Predict the product of the given reaction. (1) Given the reactants [CH:1]1([C:11]([O:13][CH3:14])=[O:12])[CH2:6][CH2:5][CH:4]([C:7]([O:9][CH3:10])=[O:8])[CH:3]=[CH:2]1, predict the reaction product. The product is: [C:7]([O:9][CH3:10])(=[O:8])[C:4]1[CH:5]=[CH:6][C:1]([C:11]([O:13][CH3:14])=[O:12])=[CH:2][CH:3]=1. (2) Given the reactants [NH:1]1[C:5]2=[N:6][CH:7]=[CH:8][CH:9]=[C:4]2[C:3]([C:10]([O:12][CH3:13])=[O:11])=[N:2]1.[Br:14][C:15]1[CH:16]=[C:17](B(O)O)[CH:18]=[C:19]([O:21][CH3:22])[CH:20]=1, predict the reaction product. The product is: [Br:14][C:15]1[CH:16]=[C:17]([N:1]2[C:5]3=[N:6][CH:7]=[CH:8][CH:9]=[C:4]3[C:3]([C:10]([O:12][CH3:13])=[O:11])=[N:2]2)[CH:18]=[C:19]([O:21][CH3:22])[CH:20]=1.